Dataset: Catalyst prediction with 721,799 reactions and 888 catalyst types from USPTO. Task: Predict which catalyst facilitates the given reaction. The catalyst class is: 55. Reactant: COC1C=CC(C[N:8]2[CH:12]=[C:11]([NH:13][C:14](=[O:26])[C:15]3[CH:20]=[CH:19][CH:18]=[CH:17][C:16]=3[O:21][C:22]([F:25])([F:24])[F:23])[C:10]([C:27]3[NH:31][C:30]4[CH:32]=[CH:33][C:34]([CH2:36][N:37]5[CH2:42][CH2:41][O:40][CH2:39][CH2:38]5)=[CH:35][C:29]=4[N:28]=3)=[N:9]2)=CC=1.C1(OC)C=CC=CC=1. Product: [N:37]1([CH2:36][C:34]2[CH:33]=[CH:32][C:30]3[NH:31][C:27]([C:10]4[C:11]([NH:13][C:14](=[O:26])[C:15]5[CH:20]=[CH:19][CH:18]=[CH:17][C:16]=5[O:21][C:22]([F:23])([F:24])[F:25])=[CH:12][NH:8][N:9]=4)=[N:28][C:29]=3[CH:35]=2)[CH2:38][CH2:39][O:40][CH2:41][CH2:42]1.